Dataset: Full USPTO retrosynthesis dataset with 1.9M reactions from patents (1976-2016). Task: Predict the reactants needed to synthesize the given product. (1) Given the product [NH2:6][C:5]1[N:7]=[C:13]([OH:14])[C:12]([CH2:18][C:19]([O:21][CH2:22][CH3:23])=[O:20])=[C:10]([C:9]([F:8])([F:25])[F:24])[N:4]=1, predict the reactants needed to synthesize it. The reactants are: [H-].[Na+].Cl.[NH2:4][C:5]([NH2:7])=[NH:6].[F:8][C:9]([F:25])([F:24])[C:10]([CH:12]([CH2:18][C:19]([O:21][CH2:22][CH3:23])=[O:20])[C:13](OCC)=[O:14])=O. (2) Given the product [Cl:1][C:2]1[N:7]=[CH:6][C:5]([CH2:8][C:9]2[C:18]3[C:13](=[CH:14][CH:15]=[CH:16][CH:17]=3)[C:12]([OH:19])=[C:11]([C:21]([OH:23])=[O:22])[CH:10]=2)=[CH:4][CH:3]=1, predict the reactants needed to synthesize it. The reactants are: [Cl:1][C:2]1[N:7]=[CH:6][C:5]([CH2:8][C:9]2[C:18]3[C:13](=[CH:14][CH:15]=[CH:16][CH:17]=3)[C:12]([O:19]C)=[C:11]([C:21]([O:23]C)=[O:22])[CH:10]=2)=[CH:4][CH:3]=1.B(Br)(Br)Br.CO.Br. (3) Given the product [CH:1]1([O:6][C:7]2[CH:8]=[C:9]([CH:12]=[CH:13][C:14]=2[O:15][CH3:16])[CH2:10][NH2:17])[CH2:5][CH2:4][CH2:3][CH2:2]1, predict the reactants needed to synthesize it. The reactants are: [CH:1]1([O:6][C:7]2[CH:8]=[C:9]([CH:12]=[CH:13][C:14]=2[O:15][CH3:16])[CH:10]=O)[CH2:5][CH2:4][CH2:3][CH2:2]1.[NH2:17]C1C=NC(Br)=CN=1.C(O[BH-](OC(=O)C)OC(=O)C)(=O)C.[Na+].C(O)(=O)C. (4) Given the product [CH:14]12[O:17][CH:10]([CH2:16][CH2:15]1)[CH2:11][N:12]([C:7]([C:4]1[S:5][CH:6]=[C:2]([Br:1])[N:3]=1)=[O:9])[CH2:13]2, predict the reactants needed to synthesize it. The reactants are: [Br:1][C:2]1[N:3]=[C:4]([C:7]([OH:9])=O)[S:5][CH:6]=1.[C@@H:10]12[O:17][C@@H:14]([CH2:15][CH2:16]1)[CH2:13][NH:12][CH2:11]2.C(Cl)CCl.C(N(CC)CC)C. (5) Given the product [CH3:15][O:14][C:4]1[CH:3]=[C:2]([NH:29][C:26]2[N:27]=[CH:28][N:24]([CH:22]([C:16]3[CH:21]=[CH:20][CH:19]=[CH:18][CH:17]=3)[CH3:23])[N:25]=2)[CH:7]=[CH:6][C:5]=1[N:8]1[CH:12]=[C:11]([CH3:13])[N:10]=[CH:9]1, predict the reactants needed to synthesize it. The reactants are: Br[C:2]1[CH:7]=[CH:6][C:5]([N:8]2[CH:12]=[C:11]([CH3:13])[N:10]=[CH:9]2)=[C:4]([O:14][CH3:15])[CH:3]=1.[C:16]1([CH:22]([N:24]2[CH:28]=[N:27][C:26]([NH2:29])=[N:25]2)[CH3:23])[CH:21]=[CH:20][CH:19]=[CH:18][CH:17]=1.